This data is from Forward reaction prediction with 1.9M reactions from USPTO patents (1976-2016). The task is: Predict the product of the given reaction. (1) Given the reactants [F:1][C:2]1[CH:3]=[C:4]2[C:8](=[CH:9][CH:10]=1)[NH:7][CH:6]=[CH:5]2.[C:11](Cl)(=[O:15])[C:12](Cl)=[O:13].[CH2:17]([NH2:24])[C:18]1[CH:23]=[CH:22][CH:21]=[CH:20][CH:19]=1, predict the reaction product. The product is: [CH2:17]([NH:24][C:11](=[O:15])[C:12]([C:5]1[C:4]2[C:8](=[CH:9][CH:10]=[C:2]([F:1])[CH:3]=2)[NH:7][CH:6]=1)=[O:13])[C:18]1[CH:23]=[CH:22][CH:21]=[CH:20][CH:19]=1. (2) Given the reactants [CH3:1][N:2]1[CH2:7][CH2:6][N:5]([C:8]2[CH:14]=[CH:13][C:11]([NH2:12])=[CH:10][CH:9]=2)[CH2:4][CH2:3]1.[CH2:15]([N:18]1[C:26](=[O:27])[C:25]2[C:20](=[N:21][C:22](SC)=[N:23][CH:24]=2)[N:19]1[C:30]1[CH:35]=[CH:34][CH:33]=[C:32]([N:36]2[CH2:40][CH2:39][N:38]([CH3:41])[C:37]2=[O:42])[N:31]=1)[CH:16]=[CH2:17], predict the reaction product. The product is: [CH2:15]([N:18]1[C:26](=[O:27])[C:25]2[C:20](=[N:21][C:22]([NH:12][C:11]3[CH:13]=[CH:14][C:8]([N:5]4[CH2:4][CH2:3][N:2]([CH3:1])[CH2:7][CH2:6]4)=[CH:9][CH:10]=3)=[N:23][CH:24]=2)[N:19]1[C:30]1[CH:35]=[CH:34][CH:33]=[C:32]([N:36]2[CH2:40][CH2:39][N:38]([CH3:41])[C:37]2=[O:42])[N:31]=1)[CH:16]=[CH2:17]. (3) Given the reactants [CH3:1][CH:2]1[NH:7][CH2:6][CH2:5][N:4]([C:8]([C:10]2[CH:15]=[CH:14][CH:13]=[CH:12][CH:11]=2)=[O:9])[CH2:3]1.[O:16]1[CH:20]=[CH:19][C:18]([C:21]2[S:25][C:24]([S:26](Cl)(=[O:28])=[O:27])=[CH:23][CH:22]=2)=[N:17]1.C(N(CC)CC)C, predict the reaction product. The product is: [O:16]1[CH:20]=[CH:19][C:18]([C:21]2[S:25][C:24]([S:26]([N:7]3[CH2:6][CH2:5][N:4]([C:8]([C:10]4[CH:15]=[CH:14][CH:13]=[CH:12][CH:11]=4)=[O:9])[CH2:3][CH:2]3[CH3:1])(=[O:28])=[O:27])=[CH:23][CH:22]=2)=[N:17]1. (4) The product is: [OH:20][C:19]1([C:21]2[C:22]([CH3:31])=[C:23]3[C:27](=[CH:28][CH:29]=2)[C:26](=[O:30])[O:25][CH2:24]3)[O:1][CH2:2][CH:3]2[CH2:4][N:5]([C:10]([O:12][C:13]([CH3:16])([CH3:15])[CH3:14])=[O:11])[CH2:6][CH2:7][CH2:8][N:9]2[CH2:18]1. Given the reactants [OH:1][CH2:2][CH:3]1[NH:9][CH2:8][CH2:7][CH2:6][N:5]([C:10]([O:12][C:13]([CH3:16])([CH3:15])[CH3:14])=[O:11])[CH2:4]1.Br[CH2:18][C:19]([C:21]1[C:22]([CH3:31])=[C:23]2[C:27](=[CH:28][CH:29]=1)[C:26](=[O:30])[O:25][CH2:24]2)=[O:20].C(N(C(C)C)CC)(C)C, predict the reaction product. (5) Given the reactants [C:1]([O:5][C:6]([N:8]1[CH2:14][CH2:13][C:12]2[C:15]([S:21][C:22](=O)N(C)C)=[C:16]([C:19]#[N:20])[CH:17]=[CH:18][C:11]=2[CH2:10][CH2:9]1)=[O:7])([CH3:4])([CH3:3])[CH3:2].[F:27][C:28]1[CH:35]=[CH:34][C:31](CBr)=[CH:30][CH:29]=1, predict the reaction product. The product is: [C:1]([O:5][C:6]([N:8]1[CH2:14][CH2:13][C:12]2[C:15]([S:21][CH2:22][C:31]3[CH:34]=[CH:35][C:28]([F:27])=[CH:29][CH:30]=3)=[C:16]([C:19]#[N:20])[CH:17]=[CH:18][C:11]=2[CH2:10][CH2:9]1)=[O:7])([CH3:2])([CH3:3])[CH3:4]. (6) Given the reactants Br[C:2]1[CH:3]=[C:4]([C:14]([NH:16][CH2:17][C:18]2[C:19](=[O:26])[NH:20][C:21]([CH3:25])=[CH:22][C:23]=2[CH3:24])=[O:15])[C:5]2[CH:6]=[CH:7][N:8]([CH:11]([CH3:13])[CH3:12])[C:9]=2[CH:10]=1.[CH3:27][N:28]1[CH2:33][CH2:32][N:31]([C:34]2[CH:39]=[CH:38][C:37](B3OC(C)(C)C(C)(C)O3)=[CH:36][N:35]=2)[CH2:30][CH2:29]1.P([O-])([O-])([O-])=O.[K+].[K+].[K+].N#N, predict the reaction product. The product is: [CH3:24][C:23]1[CH:22]=[C:21]([CH3:25])[NH:20][C:19](=[O:26])[C:18]=1[CH2:17][NH:16][C:14]([C:4]1[C:5]2[CH:6]=[CH:7][N:8]([CH:11]([CH3:13])[CH3:12])[C:9]=2[CH:10]=[C:2]([C:37]2[CH:36]=[N:35][C:34]([N:31]3[CH2:30][CH2:29][N:28]([CH3:27])[CH2:33][CH2:32]3)=[CH:39][CH:38]=2)[CH:3]=1)=[O:15]. (7) Given the reactants [CH3:1][C:2]1[N:3]([CH2:29][C:30]([O:32][CH3:33])=[O:31])[C:4]2[CH2:5][C:6]([CH3:28])([CH3:27])[CH2:7][C:8](=[O:26])[C:9]=2[C:10]=1[CH2:11][C:12]1[CH:17]=[CH:16][CH:15]=[CH:14][C:13]=1[S:18]([N:21]1[CH2:25][CH2:24][CH2:23][CH2:22]1)(=[O:20])=[O:19].[Li+].C[Si]([N-][Si](C)(C)C)(C)C.[F:44]N(S(C1C=CC=CC=1)(=O)=O)S(C1C=CC=CC=1)(=O)=O, predict the reaction product. The product is: [F:44][CH:29]([N:3]1[C:4]2[CH2:5][C:6]([CH3:28])([CH3:27])[CH2:7][C:8](=[O:26])[C:9]=2[C:10]([CH2:11][C:12]2[CH:17]=[CH:16][CH:15]=[CH:14][C:13]=2[S:18]([N:21]2[CH2:25][CH2:24][CH2:23][CH2:22]2)(=[O:20])=[O:19])=[C:2]1[CH3:1])[C:30]([O:32][CH3:33])=[O:31]. (8) Given the reactants [CH2:1]1[CH:6]2[CH2:7][C:8]3([NH2:11])[CH2:10][CH:4]([CH2:5]2)[CH2:3][CH:2]1[CH2:9]3.[NH:12]1[C:16]([C:17]2[S:21][C:20]([CH:22]=O)=[CH:19][CH:18]=2)=[CH:15][CH:14]=[N:13]1, predict the reaction product. The product is: [NH:12]1[C:16]([C:17]2[S:21][C:20]([CH2:22][NH:11][C:8]34[CH2:10][CH:4]5[CH2:5][CH:6]([CH2:1][CH:2]([CH2:3]5)[CH2:9]3)[CH2:7]4)=[CH:19][CH:18]=2)=[CH:15][CH:14]=[N:13]1.